Dataset: Forward reaction prediction with 1.9M reactions from USPTO patents (1976-2016). Task: Predict the product of the given reaction. (1) The product is: [C:45]([O:44][C:42](=[O:43])[CH2:41][N:23]1[C:24]2[C:20](=[CH:19][C:18]([F:17])=[CH:26][CH:25]=2)[C:21]([C:28]2[C:33]3[CH:34]=[CH:35][CH:36]=[CH:37][C:32]=3[S:31](=[O:38])(=[O:39])[N:30]([CH2:7][C:6]3[CH:9]=[CH:10][C:3]([O:2][CH3:1])=[CH:4][CH:5]=3)[N:29]=2)=[C:22]1[CH3:27])([CH3:48])([CH3:47])[CH3:46]. Given the reactants [CH3:1][O:2][C:3]1[CH:10]=[CH:9][C:6]([CH2:7]Cl)=[CH:5][CH:4]=1.C([O-])([O-])=O.[K+].[K+].[F:17][C:18]1[CH:19]=[C:20]2[C:24](=[CH:25][CH:26]=1)[NH:23][C:22]([CH3:27])=[C:21]2[C:28]1[C:33]2[CH:34]=[CH:35][CH:36]=[CH:37][C:32]=2[S:31](=[O:39])(=[O:38])[NH:30][N:29]=1.Br[CH2:41][C:42]([O:44][C:45]([CH3:48])([CH3:47])[CH3:46])=[O:43], predict the reaction product. (2) Given the reactants S1[C:5]2[CH:6]=[CH:7][CH:8]=[CH:9][C:4]=2N=C1.[Li][CH2:11][CH2:12][CH2:13][CH3:14].[C:15](OCC)(=O)C.O.[CH2:22]1[CH2:26][O:25][CH2:24][CH2:23]1, predict the reaction product. The product is: [C:13]1([CH3:14])[C:23]([C:24]([C:4]2[CH:9]=[CH:8][CH:7]=[CH:6][C:5]=2[CH3:15])=[O:25])=[CH:22][CH:26]=[CH:11][CH:12]=1. (3) Given the reactants Br[C:2]1[N:3]=[CH:4][C:5]2[N:6]([C:8]([CH2:18][OH:19])=[C:9]([C:11]3[CH:16]=[CH:15][C:14]([F:17])=[CH:13][CH:12]=3)[N:10]=2)[CH:7]=1.[NH:20]1[CH2:23][CH2:22][CH2:21]1.CO, predict the reaction product. The product is: [N:20]1([C:2]2[N:3]=[CH:4][C:5]3[N:6]([C:8]([CH2:18][OH:19])=[C:9]([C:11]4[CH:16]=[CH:15][C:14]([F:17])=[CH:13][CH:12]=4)[N:10]=3)[CH:7]=2)[CH2:23][CH2:22][CH2:21]1. (4) Given the reactants C([O:3][C:4](=[O:16])[CH2:5][CH2:6][CH2:7][N:8]1[CH:13]([CH3:14])[CH2:12][CH2:11][CH2:10][CH:9]1[CH3:15])C.[OH-].[Na+].Cl, predict the reaction product. The product is: [CH3:14][CH:13]1[CH2:12][CH2:11][CH2:10][CH:9]([CH3:15])[N:8]1[CH2:7][CH2:6][CH2:5][C:4]([OH:16])=[O:3]. (5) Given the reactants [Cl:1][C:2]1[CH:14]=[CH:13][C:5]([CH2:6][O:7][C@@H:8]2[CH2:12][CH2:11][NH:10][CH2:9]2)=[CH:4][CH:3]=1.C(=O)([O-])[O-].[K+].[K+].Br[CH2:22][CH2:23]/[CH:24]=[C:25]1/[C:26]2[CH:39]=[C:38]([C:40]([OH:43])([CH3:42])[CH3:41])[CH:37]=[CH:36][C:27]=2[O:28][CH2:29][C:30]2[N:35]=[CH:34][CH:33]=[CH:32][C:31]/1=2, predict the reaction product. The product is: [Cl:1][C:2]1[CH:14]=[CH:13][C:5]([CH2:6][O:7][CH:8]2[CH2:12][CH2:11][N:10]([CH2:22][CH2:23][CH:24]=[C:25]3[C:31]4[CH:32]=[CH:33][CH:34]=[N:35][C:30]=4[CH2:29][O:28][C:27]4[CH:36]=[CH:37][C:38]([C:40]([OH:43])([CH3:42])[CH3:41])=[CH:39][C:26]3=4)[CH2:9]2)=[CH:4][CH:3]=1. (6) Given the reactants [NH2:1][C@:2]12[CH2:38][CH2:37][C@@H:36]([C:39]([CH3:41])=[CH2:40])[C@@H:3]1[C@@H:4]1[C@@:17]([CH3:20])([CH2:18][CH2:19]2)[C@@:16]2([CH3:21])[C@@H:7]([C@:8]3([CH3:35])[C@@H:13]([CH2:14][CH2:15]2)[C:12]([CH3:23])([CH3:22])[C:11]([C:24]2[CH:33]=[CH:32][C:27]([C:28]([O:30][CH3:31])=[O:29])=[C:26]([F:34])[CH:25]=2)=[CH:10][CH2:9]3)[CH2:6][CH2:5]1.[I-].[K+].P(=O)(O)(O)O.[K].FC(F)(F)S(O[CH2:56][CH2:57][CH2:58][N:59]1[CH2:63][CH2:62][CH2:61][C:60]1=[O:64])(=O)=O, predict the reaction product. The product is: [F:34][C:26]1[CH:25]=[C:24]([C:11]2[C:12]([CH3:22])([CH3:23])[C@H:13]3[C@:8]([CH3:35])([CH2:9][CH:10]=2)[C@@H:7]2[C@:16]([CH3:21])([C@@:17]4([CH3:20])[C@H:4]([CH2:5][CH2:6]2)[C@H:3]2[C@H:36]([C:39]([CH3:41])=[CH2:40])[CH2:37][CH2:38][C@:2]2([NH:1][CH2:56][CH2:57][CH2:58][N:59]2[CH2:63][CH2:62][CH2:61][C:60]2=[O:64])[CH2:19][CH2:18]4)[CH2:15][CH2:14]3)[CH:33]=[CH:32][C:27]=1[C:28]([O:30][CH3:31])=[O:29].